Dataset: Peptide-MHC class II binding affinity with 134,281 pairs from IEDB. Task: Regression. Given a peptide amino acid sequence and an MHC pseudo amino acid sequence, predict their binding affinity value. This is MHC class II binding data. (1) The peptide sequence is QLQPFPQPQLPYPQPQP. The MHC is HLA-DQA10501-DQB10201 with pseudo-sequence HLA-DQA10501-DQB10201. The binding affinity (normalized) is 0.202. (2) The peptide sequence is AFKVLATAANAAPAN. The MHC is HLA-DPA10103-DPB10301 with pseudo-sequence HLA-DPA10103-DPB10301. The binding affinity (normalized) is 0.591. (3) The peptide sequence is NGFRVVMPRTVQLRT. The MHC is H-2-IAd with pseudo-sequence H-2-IAd. The binding affinity (normalized) is 0.414. (4) The peptide sequence is SPKARSERPAIVPPA. The MHC is DRB1_1001 with pseudo-sequence DRB1_1001. The binding affinity (normalized) is 0.401. (5) The peptide sequence is KIVSLIKNLLVALKD. The MHC is HLA-DPA10103-DPB10301 with pseudo-sequence HLA-DPA10103-DPB10301. The binding affinity (normalized) is 0.393. (6) The peptide sequence is EKKYFDATQFEPLAA. The MHC is HLA-DPA10103-DPB10401 with pseudo-sequence HLA-DPA10103-DPB10401. The binding affinity (normalized) is 0.922. (7) The peptide sequence is MIVDTISDFRAAIAN. The MHC is DRB1_1302 with pseudo-sequence DRB1_1302. The binding affinity (normalized) is 0.824.